Dataset: Catalyst prediction with 721,799 reactions and 888 catalyst types from USPTO. Task: Predict which catalyst facilitates the given reaction. (1) Reactant: [C:1]1([C:7]2[N:8]=[CH:9][NH:10][C:11]=2[C:12]2[CH:17]=[CH:16][CH:15]=[CH:14][CH:13]=2)[CH:6]=[CH:5][CH:4]=[CH:3][CH:2]=1.CS(O[CH2:23][CH2:24][CH2:25][CH2:26][CH2:27][NH:28][C:29]([O:31][C:32]([CH3:35])([CH3:34])[CH3:33])=[O:30])(=O)=O.C(=O)([O-])[O-].[K+].[K+]. Product: [C:1]1([C:7]2[N:8]=[CH:9][N:10]([CH2:23][CH2:24][CH2:25][CH2:26][CH2:27][NH:28][C:29](=[O:30])[O:31][C:32]([CH3:35])([CH3:34])[CH3:33])[C:11]=2[C:12]2[CH:13]=[CH:14][CH:15]=[CH:16][CH:17]=2)[CH:6]=[CH:5][CH:4]=[CH:3][CH:2]=1. The catalyst class is: 3. (2) Reactant: O[C:2]1[C:10]([NH:11][C:12](=[O:14])[CH3:13])=[CH:9][CH:8]=[C:7]2[C:3]=1[C:4](=[O:15])[CH2:5][CH2:6]2.C1(C)C=CC(S([O-])(=O)=O)=CC=1.[NH+]1C=CC=CC=1. Product: [CH3:13][C:12]1[O:14][C:2]2[C:3]3[C:4](=[O:15])[CH2:5][CH2:6][C:7]=3[CH:8]=[CH:9][C:10]=2[N:11]=1. The catalyst class is: 113.